This data is from Reaction yield outcomes from USPTO patents with 853,638 reactions. The task is: Predict the reaction yield, written as a fraction of the theoretical maximum amount of product (1.0 means a 100% yield; for example, 0.34 means a 34% yield). (1) The reactants are [N+:1]([C:4]1[CH:16]=[CH:15][C:7]([O:8][C:9]2[CH:10]=[N:11][CH:12]=[CH:13][CH:14]=2)=[CH:6][CH:5]=1)([O-])=O. The catalyst is CCOC(C)=O.C(OCC)C. The product is [N:11]1[CH:12]=[CH:13][CH:14]=[C:9]([O:8][C:7]2[CH:15]=[CH:16][C:4]([NH2:1])=[CH:5][CH:6]=2)[CH:10]=1. The yield is 0.950. (2) The reactants are [CH2:1]([O:3][C:4]1[C:5]([F:13])=[C:6]2[CH:12]=[CH:11][NH:10][C:7]2=[N:8][CH:9]=1)[CH3:2].[N+:14]([O-])([OH:16])=[O:15]. No catalyst specified. The product is [CH2:1]([O:3][C:4]1[C:5]([F:13])=[C:6]2[C:12]([N+:14]([O-:16])=[O:15])=[CH:11][NH:10][C:7]2=[N:8][CH:9]=1)[CH3:2]. The yield is 0.780.